This data is from NCI-60 drug combinations with 297,098 pairs across 59 cell lines. The task is: Regression. Given two drug SMILES strings and cell line genomic features, predict the synergy score measuring deviation from expected non-interaction effect. Drug 1: CCCS(=O)(=O)NC1=C(C(=C(C=C1)F)C(=O)C2=CNC3=C2C=C(C=N3)C4=CC=C(C=C4)Cl)F. Drug 2: CC12CCC3C(C1CCC2OP(=O)(O)O)CCC4=C3C=CC(=C4)OC(=O)N(CCCl)CCCl.[Na+]. Cell line: MOLT-4. Synergy scores: CSS=1.29, Synergy_ZIP=0.143, Synergy_Bliss=0.725, Synergy_Loewe=-1.69, Synergy_HSA=-1.81.